This data is from Catalyst prediction with 721,799 reactions and 888 catalyst types from USPTO. The task is: Predict which catalyst facilitates the given reaction. (1) Reactant: [C:1]([C:9]1[CH:14]=[CH:13][C:12]([C:15]2[N:20]=[CH:19][N:18]=[C:17]([NH:21][C@H:22]([C:30]([O:32][CH3:33])=[O:31])[CH2:23][C:24]3[CH:29]=[CH:28][CH:27]=[CH:26][CH:25]=3)[CH:16]=2)=[CH:11][CH:10]=1)(=O)[C:2]1[CH:7]=[CH:6][CH:5]=[CH:4][CH:3]=1.C([SiH](CC)CC)C. Product: [CH2:1]([C:9]1[CH:10]=[CH:11][C:12]([C:15]2[N:20]=[CH:19][N:18]=[C:17]([NH:21][C@H:22]([C:30]([O:32][CH3:33])=[O:31])[CH2:23][C:24]3[CH:29]=[CH:28][CH:27]=[CH:26][CH:25]=3)[CH:16]=2)=[CH:13][CH:14]=1)[C:2]1[CH:3]=[CH:4][CH:5]=[CH:6][CH:7]=1. The catalyst class is: 55. (2) Reactant: [C:1]1([C:7]2[CH:31]=[CH:30][C:10]([C:11]([N:13]3[C:19]4[CH:20]=[CH:21][CH:22]=[CH:23][C:18]=4[CH2:17][N:16]4[C:24]([C:27](O)=[O:28])=[CH:25][CH:26]=[C:15]4[CH2:14]3)=[O:12])=[CH:9][C:8]=2[CH3:32])[CH2:6][CH2:5][CH2:4][CH2:3][CH:2]=1.Cl.[CH3:34][O:35][C:36](=[O:41])[C@@H:37]([CH2:39][OH:40])[NH2:38].ON1C2C=CC=CC=2N=N1.Cl.C(N=C=N)C.C(N(CC)C(C)C)(C)C. Product: [CH3:34][O:35][C:36](=[O:41])[C@H:37]([NH:38][C:27]([C:24]1[N:16]2[C:15]([CH2:14][N:13]([C:11](=[O:12])[C:10]3[CH:30]=[CH:31][C:7]([C:1]4[CH2:6][CH2:5][CH2:4][CH2:3][CH:2]=4)=[C:8]([CH3:32])[CH:9]=3)[C:19]3[CH:18]=[CH:23][CH:22]=[CH:21][C:20]=3[CH2:17]2)=[CH:26][CH:25]=1)=[O:28])[CH2:39][OH:40]. The catalyst class is: 13. (3) Reactant: Br[CH2:2][C:3]1[CH:8]=[CH:7][CH:6]=[CH:5][C:4]=1[Cl:9].[N-:10]=[N+:11]=[N-:12].[Na+]. Product: [N:10]([CH2:2][C:3]1[CH:8]=[CH:7][CH:6]=[CH:5][C:4]=1[Cl:9])=[N+:11]=[N-:12]. The catalyst class is: 10. (4) Reactant: [CH3:1][CH2:2][C:3](=O)[CH2:4][CH3:5].C(O[BH-](OC(=O)C)OC(=O)C)(=O)C.[Na+].[NH2:21][C@@H:22]1[C@H:27]([NH:28][C:29]([C:31]2[NH:32][C:33]([CH2:37][CH3:38])=[C:34]([Cl:36])[N:35]=2)=[O:30])[CH2:26][CH2:25][N:24]([C:39]2[S:40][C:41]3[C:47]([C:48]([O:50][CH2:51][CH3:52])=[O:49])=[CH:46][CH:45]=[CH:44][C:42]=3[N:43]=2)[CH2:23]1.C(=O)(O)[O-].[Na+]. Product: [Cl:36][C:34]1[N:35]=[C:31]([C:29]([NH:28][C@@H:27]2[CH2:26][CH2:25][N:24]([C:39]3[S:40][C:41]4[C:47]([C:48]([O:50][CH2:51][CH3:52])=[O:49])=[CH:46][CH:45]=[CH:44][C:42]=4[N:43]=3)[CH2:23][C@@H:22]2[NH:21][CH:3]([CH2:4][CH3:5])[CH2:2][CH3:1])=[O:30])[NH:32][C:33]=1[CH2:37][CH3:38]. The catalyst class is: 111. (5) Reactant: [C:1]([S@:5](/[N:7]=[CH:8]/[C:9]1[CH:21]=[CH:20][C:12]([C:13]([O:15][C:16]([CH3:19])([CH3:18])[CH3:17])=[O:14])=[CH:11][CH:10]=1)=[O:6])([CH3:4])([CH3:3])[CH3:2].[CH2:22]1[CH2:26]OC[CH2:23]1.C([Li])(C)C.[NH4+].[Cl-]. Product: [C:1]([S@:5]([NH:7][C@@H:8]([C:9]1[CH:10]=[CH:11][C:12]([C:13]([O:15][C:16]([CH3:19])([CH3:18])[CH3:17])=[O:14])=[CH:20][CH:21]=1)[CH:22]([CH3:26])[CH3:23])=[O:6])([CH3:4])([CH3:2])[CH3:3]. The catalyst class is: 238. (6) Reactant: [CH2:1]([O:3][C:4]1([C:7]2[CH:12]=[CH:11][C:10]([C:13]#[C:14][C:15]3[CH:20]=[CH:19][C:18]([CH2:21][C:22]([O:24]C)=[O:23])=[CH:17][CH:16]=3)=[CH:9][C:8]=2[CH:26]([CH3:28])[CH3:27])[CH2:6][CH2:5]1)[CH3:2].[OH-].[Na+]. Product: [CH2:1]([O:3][C:4]1([C:7]2[CH:12]=[CH:11][C:10]([C:13]#[C:14][C:15]3[CH:16]=[CH:17][C:18]([CH2:21][C:22]([OH:24])=[O:23])=[CH:19][CH:20]=3)=[CH:9][C:8]=2[CH:26]([CH3:27])[CH3:28])[CH2:6][CH2:5]1)[CH3:2]. The catalyst class is: 199.